From a dataset of Full USPTO retrosynthesis dataset with 1.9M reactions from patents (1976-2016). Predict the reactants needed to synthesize the given product. (1) Given the product [CH3:21][O:20][C@H:15]1[CH2:14][C@@:12]2([CH3:13])[C@@H:8]([CH2:9][CH2:10][C:11]2=[N:33][NH:32][S:29]([C:26]2[CH:27]=[CH:28][C:23]([CH3:34])=[CH:24][CH:25]=2)(=[O:30])=[O:31])[C@H:7]2[C@H:16]1[C:17]1[CH:18]=[CH:19][C:2]([OH:1])=[CH:3][C:4]=1[CH2:5][CH2:6]2, predict the reactants needed to synthesize it. The reactants are: [OH:1][C:2]1[CH:19]=[CH:18][C:17]2[C@@H:16]3[C@H:7]([C@H:8]4[C@@:12]([CH2:14][C@@H:15]3[O:20][CH3:21])([CH3:13])[C:11](=O)[CH2:10][CH2:9]4)[CH2:6][CH2:5][C:4]=2[CH:3]=1.[C:23]1([CH3:34])[CH:28]=[CH:27][C:26]([S:29]([NH:32][NH2:33])(=[O:31])=[O:30])=[CH:25][CH:24]=1. (2) Given the product [NH2:20][C:9]1[N:10]=[CH:11][N:12]=[C:13]([N:14]2[CH2:19][CH2:18][N:17]([CH2:26][C:25]3[CH:28]=[C:29]([Cl:30])[C:22]([Cl:21])=[CH:23][C:24]=3[OH:31])[CH2:16][CH2:15]2)[C:8]=1[C:5]1[CH:6]=[CH:7][C:2]([F:1])=[CH:3][CH:4]=1, predict the reactants needed to synthesize it. The reactants are: [F:1][C:2]1[CH:7]=[CH:6][C:5]([C:8]2[C:9]([NH2:20])=[N:10][CH:11]=[N:12][C:13]=2[N:14]2[CH2:19][CH2:18][NH:17][CH2:16][CH2:15]2)=[CH:4][CH:3]=1.[Cl:21][C:22]1[C:29]([Cl:30])=[CH:28][C:25]([CH:26]=O)=[C:24]([OH:31])[CH:23]=1.C(O)(=O)C.C(O[BH-](OC(=O)C)OC(=O)C)(=O)C.[Na+].